Dataset: Full USPTO retrosynthesis dataset with 1.9M reactions from patents (1976-2016). Task: Predict the reactants needed to synthesize the given product. (1) Given the product [CH2:27]([S:24]([N:21]1[CH2:22][CH2:23][N:18]([C:16]([C:13]2[C:12]3[C:7](=[CH:8][CH:9]=[C:10]([F:29])[CH:11]=3)[CH:6]=[C:5]([CH2:4][C:3]([OH:30])=[O:2])[C:14]=2[CH3:15])=[O:17])[CH2:19][CH2:20]1)(=[O:25])=[O:26])[CH3:28], predict the reactants needed to synthesize it. The reactants are: C[O:2][C:3](=[O:30])[CH2:4][C:5]1[C:14]([CH3:15])=[C:13]([C:16]([N:18]2[CH2:23][CH2:22][N:21]([S:24]([CH2:27][CH3:28])(=[O:26])=[O:25])[CH2:20][CH2:19]2)=[O:17])[C:12]2[C:7](=[CH:8][CH:9]=[C:10]([F:29])[CH:11]=2)[CH:6]=1.[OH-].[Li+].Cl. (2) Given the product [C:4]([O:3][C:1](=[O:2])[NH:8][CH:9]([C:11](=[O:13])[NH2:34])[CH3:10])([CH3:7])([CH3:6])[CH3:5], predict the reactants needed to synthesize it. The reactants are: [C:1]([NH:8][C@H:9]([C:11]([OH:13])=O)[CH3:10])([O:3][C:4]([CH3:7])([CH3:6])[CH3:5])=[O:2].C(OC(OC(OC(C)(C)C)=O)=O)(C)(C)C.C(=O)(O)[O-].[NH4+].[N:34]1C=CC=CC=1. (3) Given the product [OH:8][C@H:9]([C:41]1[CH:46]=[CH:45][CH:44]=[CH:43][CH:42]=1)[C@@H:10]1[NH:11][C@H:12]([CH2:15][C:16]2[CH:17]=[CH:18][C:19]3[N:23]=[C:22]([C@@H:24]([N:26]4[CH:31]=[CH:30][CH:29]=[N:28][C:27]4=[O:32])[CH3:25])[NH:21][C:20]=3[CH:33]=2)[CH2:13][CH2:14]1, predict the reactants needed to synthesize it. The reactants are: [Si]([O:8][C@H:9]([C:41]1[CH:46]=[CH:45][CH:44]=[CH:43][CH:42]=1)[C@H:10]1[CH2:14][CH2:13][C@@H:12]([CH2:15][C:16]2[CH:17]=[CH:18][C:19]3[N:23]=[C:22]([C@@H:24]([N:26]4[CH:31]=[CH:30][CH:29]=[N:28][C:27]4=[O:32])[CH3:25])[NH:21][C:20]=3[CH:33]=2)[N:11]1C(OC(C)(C)C)=O)(C(C)(C)C)(C)C.C(#N)C.O. (4) Given the product [NH2:17][CH:13]([C:10]1[CH:9]=[CH:8][C:7]([O:6][CH2:5][CH2:4][O:32][CH2:33][CH2:34][O:35][CH2:36][CH2:37][N:38]([C:46]([O:48][C:49]([CH3:52])([CH3:51])[CH3:50])=[O:47])[C:39]([O:41][C:42]([CH3:43])([CH3:44])[CH3:45])=[O:40])=[CH:12][CH:11]=1)[CH2:14][CH2:15][CH3:16], predict the reactants needed to synthesize it. The reactants are: C(N(CC)[CH2:4][CH2:5][O:6][C:7]1[CH:12]=[CH:11][C:10]([CH:13]([NH2:17])[CH2:14][CH2:15][CH3:16])=[CH:9][CH:8]=1)C.C(C1C=CC(OCC[O:32][CH2:33][CH2:34][O:35][CH2:36][CH2:37][N:38]([C:46]([O:48][C:49]([CH3:52])([CH3:51])[CH3:50])=[O:47])[C:39]([O:41][C:42]([CH3:45])([CH3:44])[CH3:43])=[O:40])=CC=1)(=O)CCC. (5) Given the product [F:1][C:2]1[CH:10]=[C:9]2[C:5]([CH2:6][CH2:7][N:8]2[CH:21]2[CH2:22][CH2:23][N:18]([C:11]([O:13][C:14]([CH3:17])([CH3:16])[CH3:15])=[O:12])[CH2:19][CH2:20]2)=[CH:4][CH:3]=1, predict the reactants needed to synthesize it. The reactants are: [F:1][C:2]1[CH:10]=[C:9]2[C:5]([CH2:6][CH2:7][NH:8]2)=[CH:4][CH:3]=1.[C:11]([N:18]1[CH2:23][CH2:22][C:21](=O)[CH2:20][CH2:19]1)([O:13][C:14]([CH3:17])([CH3:16])[CH3:15])=[O:12].[BH-](OC(C)=O)(OC(C)=O)OC(C)=O.[Na+].C([O-])([O-])=O.[Na+].[Na+]. (6) The reactants are: CS(C)=O.C(N(CC)CC)C.[C:12]([O:16][C:17]([NH:19][CH2:20][CH2:21][CH2:22][OH:23])=[O:18])([CH3:15])([CH3:14])[CH3:13]. Given the product [C:12]([O:16][C:17]([NH:19][CH2:20][CH2:21][CH:22]=[O:23])=[O:18])([CH3:15])([CH3:14])[CH3:13], predict the reactants needed to synthesize it.